From a dataset of Clinical trial toxicity outcomes and FDA approval status for drugs. Regression/Classification. Given a drug SMILES string, predict its toxicity properties. Task type varies by dataset: regression for continuous values (e.g., LD50, hERG inhibition percentage) or binary classification for toxic/non-toxic outcomes (e.g., AMES mutagenicity, cardiotoxicity, hepatotoxicity). Dataset: clintox. (1) The compound is NC(=O)N1c2ccccc2CC(=O)c2ccccc21. The result is 0 (passed clinical trial). (2) The molecule is NC(=O)c1ncn([C@@H]2O[C@H](CO)[C@@H](O)[C@H]2O)n1. The result is 0 (passed clinical trial). (3) The compound is COc1cc2nc(N(C)CCCNC(=O)C3CCCO3)nc(N)c2cc1OC. The result is 0 (passed clinical trial). (4) The drug is C#C[C@]1(O)CC[C@H]2[C@@H]3CCc4cc(OC5CCCC5)ccc4[C@H]3CC[C@@]21C. The result is 0 (passed clinical trial). (5) The compound is CC(C)(C(=O)c1cccnc1)c1cccnc1. The result is 0 (passed clinical trial).